From a dataset of Full USPTO retrosynthesis dataset with 1.9M reactions from patents (1976-2016). Predict the reactants needed to synthesize the given product. (1) Given the product [CH3:1][C:2]1[CH:3]=[CH:4][C:5]([S:8]([O:11][C:12]2[CH:17]=[CH:16][CH:15]=[C:14]([OH:18])[C:13]=2[N:29]2[C:17]([CH3:16])=[CH:12][C:13]([CH3:14])=[N:29]2)(=[O:10])=[O:9])=[CH:6][CH:7]=1, predict the reactants needed to synthesize it. The reactants are: [CH3:1][C:2]1[CH:7]=[CH:6][C:5]([S:8]([O:11][C:12]2[CH:17]=[CH:16][CH:15]=[C:14]([O:18]S(C3C=CC(C)=CC=3)(=O)=O)[C:13]=2[NH2:29])(=[O:10])=[O:9])=[CH:4][CH:3]=1.N([O-])=O.[Na+]. (2) Given the product [Cl:1][C:2]1[C:10]([C:11]#[N:12])=[CH:9][CH:8]=[C:7]2[C:3]=1[CH:4]=[C:5]([CH2:18][CH2:19][CH3:20])[N:6]2[CH2:13][C:14]1[N:17]=[C:28]([C:26]2[CH:25]=[C:24]([Cl:31])[N:23]=[C:22]([Cl:21])[CH:27]=2)[O:16][N:15]=1, predict the reactants needed to synthesize it. The reactants are: [Cl:1][C:2]1[C:10]([C:11]#[N:12])=[CH:9][CH:8]=[C:7]2[C:3]=1[CH:4]=[C:5]([CH2:18][CH2:19][CH3:20])[N:6]2[CH2:13][C:14](=[NH:17])[NH:15][OH:16].[Cl:21][C:22]1[CH:27]=[C:26]([C:28](Cl)=O)[CH:25]=[C:24]([Cl:31])[N:23]=1. (3) Given the product [C:4]1([C:9]2[CH:14]=[CH:13][CH:12]=[CH:11][CH:10]=2)[CH:5]=[CH:6][CH:7]=[CH:8][C:3]=1[C:23]1([OH:38])[C:24]2[CH:25]=[C:26]([C:33]([O:35][CH2:36][CH3:37])=[O:34])[CH:27]=[CH:28][C:29]=2[C:30]2[C:22]1=[CH:21][C:20]([C:15]([O:17][CH2:18][CH3:19])=[O:16])=[CH:32][CH:31]=2, predict the reactants needed to synthesize it. The reactants are: [Mg].Br[C:3]1[CH:8]=[CH:7][CH:6]=[CH:5][C:4]=1[C:9]1[CH:14]=[CH:13][CH:12]=[CH:11][CH:10]=1.[C:15]([C:20]1[CH:32]=[CH:31][C:30]2[C:29]3[C:24](=[CH:25][C:26]([C:33]([O:35][CH2:36][CH3:37])=[O:34])=[CH:27][CH:28]=3)[C:23](=[O:38])[C:22]=2[CH:21]=1)([O:17][CH2:18][CH3:19])=[O:16]. (4) Given the product [O:1]1[CH2:6][CH2:5][CH2:4][O:3][CH:2]1[C:7]1[CH:15]=[CH:14][C:10]([C:11]2[NH:41][C:40]3[CH:39]=[CH:38][CH:37]=[C:33]([C:34]([NH2:36])=[O:35])[C:32]=3[N:31]=2)=[C:9]([F:16])[CH:8]=1, predict the reactants needed to synthesize it. The reactants are: [O:1]1[CH2:6][CH2:5][CH2:4][O:3][CH:2]1[C:7]1[CH:15]=[CH:14][C:10]([C:11](O)=O)=[C:9]([F:16])[CH:8]=1.C(N1C=CN=C1)(N1C=CN=C1)=O.Cl.Cl.[NH2:31][C:32]1[C:40]([NH2:41])=[CH:39][CH:38]=[CH:37][C:33]=1[C:34]([NH2:36])=[O:35]. (5) Given the product [CH2:1]([C:8]1[C:16]2[C:11](=[CH:12][CH:13]=[C:14]([C:31]3[CH:32]=[CH:33][C:28]([O:27][CH3:26])=[CH:29][CH:30]=3)[CH:15]=2)[N:10]([CH3:18])[C:9]=1[CH3:19])[C:2]1[CH:7]=[CH:6][CH:5]=[CH:4][CH:3]=1, predict the reactants needed to synthesize it. The reactants are: [CH2:1]([C:8]1[C:16]2[C:11](=[CH:12][CH:13]=[C:14](Br)[CH:15]=2)[N:10]([CH3:18])[C:9]=1[CH3:19])[C:2]1[CH:7]=[CH:6][CH:5]=[CH:4][CH:3]=1.C([O-])([O-])=O.[K+].[K+].[CH3:26][O:27][C:28]1[CH:33]=[CH:32][C:31](B(O)O)=[CH:30][CH:29]=1.ClCCl. (6) Given the product [C:14]1([S:11]([N:4]2[C:5]3=[N:6][CH:7]=[CH:8][CH:9]=[C:10]3[C:2]([B:20]3[O:24][C:23]([CH3:26])([CH3:25])[C:22]([CH3:28])([CH3:27])[O:21]3)=[CH:3]2)(=[O:13])=[O:12])[CH:19]=[CH:18][CH:17]=[CH:16][CH:15]=1, predict the reactants needed to synthesize it. The reactants are: Br[C:2]1[C:10]2[C:5](=[N:6][CH:7]=[CH:8][CH:9]=2)[N:4]([S:11]([C:14]2[CH:19]=[CH:18][CH:17]=[CH:16][CH:15]=2)(=[O:13])=[O:12])[CH:3]=1.[B:20]1([B:20]2[O:24][C:23]([CH3:26])([CH3:25])[C:22]([CH3:28])([CH3:27])[O:21]2)[O:24][C:23]([CH3:26])([CH3:25])[C:22]([CH3:28])([CH3:27])[O:21]1.C([O-])(=O)C.[K+].ClCCl.CN(C)C=O.